Dataset: Full USPTO retrosynthesis dataset with 1.9M reactions from patents (1976-2016). Task: Predict the reactants needed to synthesize the given product. (1) Given the product [Br:9][CH2:10][CH2:11][CH2:12][CH2:13][O:8][CH:3]1[CH2:7][CH2:6][CH2:5][CH2:4]1, predict the reactants needed to synthesize it. The reactants are: [H-].[Na+].[CH:3]1([OH:8])[CH2:7][CH2:6][CH2:5][CH2:4]1.[Br:9][CH2:10][CH2:11][CH2:12][CH2:13]Br. (2) Given the product [CH3:20][O:19][C:17]([C:9]1[CH:10]=[C:11]([CH:16]=[C:7]([N:2]([CH3:1])[S:3]([CH3:6])(=[O:5])=[O:4])[CH:8]=1)[C:12]([OH:14])=[O:13])=[O:18], predict the reactants needed to synthesize it. The reactants are: [CH3:1][N:2]([C:7]1[CH:8]=[C:9]([C:17]([O:19][CH3:20])=[O:18])[CH:10]=[C:11]([CH:16]=1)[C:12]([O:14]C)=[O:13])[S:3]([CH3:6])(=[O:5])=[O:4].[OH-].[Na+].